From a dataset of Forward reaction prediction with 1.9M reactions from USPTO patents (1976-2016). Predict the product of the given reaction. (1) Given the reactants Cl[C:2]([O:4][C:5]1[CH:10]=[CH:9][C:8]([O:11][C:12]2[CH:17]=[CH:16][C:15]([C:18]([F:21])([F:20])[F:19])=[CH:14][N:13]=2)=[CH:7][CH:6]=1)=[O:3].Cl.[CH3:23][N:24]([CH2:32][CH:33]1[CH2:38][CH2:37][NH:36][CH2:35][CH2:34]1)[CH2:25][C:26]1[CH:31]=[CH:30]N=C[CH:27]=1.[CH:39]([NH:42]C(C)C)(C)C, predict the reaction product. The product is: [F:19][C:18]([F:21])([F:20])[C:15]1[CH:16]=[CH:17][C:12]([O:11][C:8]2[CH:9]=[CH:10][C:5]([O:4][C:2]([N:36]3[CH2:35][CH2:34][CH:33]([CH2:32][N:24]([CH3:23])[CH2:25][C:26]4[CH:27]=[N:42][CH:39]=[CH:30][CH:31]=4)[CH2:38][CH2:37]3)=[O:3])=[CH:6][CH:7]=2)=[N:13][CH:14]=1. (2) The product is: [F:2][C:3]1[CH:8]=[C:7]([O:9][C:10]([F:13])([F:12])[F:11])[CH:6]=[CH:5][C:4]=1[CH:14]1[CH2:19][CH:18]([C:20]([O:22][CH3:23])=[O:21])[CH2:17][CH2:16][N:15]1[C:33]([O:34][CH3:35])=[O:36]. Given the reactants Cl.[F:2][C:3]1[CH:8]=[C:7]([O:9][C:10]([F:13])([F:12])[F:11])[CH:6]=[CH:5][C:4]=1[CH:14]1[CH2:19][CH:18]([C:20]([O:22][CH3:23])=[O:21])[CH2:17][CH2:16][NH:15]1.CCN(C(C)C)C(C)C.[C:33](Cl)(=[O:36])[O:34][CH3:35].Cl, predict the reaction product.